This data is from Full USPTO retrosynthesis dataset with 1.9M reactions from patents (1976-2016). The task is: Predict the reactants needed to synthesize the given product. (1) Given the product [CH3:47][O:48][C:49]([NH:51][C@H:52]([C:56]([N:2]1[CH:3]([C:18]([O:20][CH2:21][CH3:22])=[O:19])[CH2:4][C:5]2([CH2:6][CH2:7][N:8]([C:11]([O:13][C:14]([CH3:17])([CH3:16])[CH3:15])=[O:12])[CH2:9][CH2:10]2)[CH2:1]1)=[O:57])[CH:53]([CH3:54])[CH3:55])=[O:50], predict the reactants needed to synthesize it. The reactants are: [CH2:1]1[C:5]2([CH2:10][CH2:9][N:8]([C:11]([O:13][C:14]([CH3:17])([CH3:16])[CH3:15])=[O:12])[CH2:7][CH2:6]2)[CH2:4][CH:3]([C:18]([O:20][CH2:21][CH3:22])=[O:19])[NH:2]1.CN(C(ON1N=NC2C=CC=NC1=2)=[N+](C)C)C.F[P-](F)(F)(F)(F)F.[CH3:47][O:48][C:49]([NH:51][C@H:52]([C:56](O)=[O:57])[CH:53]([CH3:55])[CH3:54])=[O:50].CCN(C(C)C)C(C)C. (2) Given the product [CH2:1]([O:8][C:9](=[O:19])[NH:10][C:11]([C:17](=[NH:18])[NH:28][OH:29])([CH3:16])[CH2:12][CH:13]1[CH2:15][CH2:14]1)[C:2]1[CH:7]=[CH:6][CH:5]=[CH:4][CH:3]=1, predict the reactants needed to synthesize it. The reactants are: [CH2:1]([O:8][C:9](=[O:19])[NH:10][C:11]([C:17]#[N:18])([CH3:16])[CH2:12][CH:13]1[CH2:15][CH2:14]1)[C:2]1[CH:7]=[CH:6][CH:5]=[CH:4][CH:3]=1.C(N(CC)CC)C.Cl.[NH2:28][OH:29]. (3) Given the product [Br:1][C:2]1[CH:8]=[CH:7][C:5]([NH:6][C:23](=[O:24])[CH2:22][C:16]2[CH:21]=[CH:20][CH:19]=[CH:18][CH:17]=2)=[CH:4][CH:3]=1, predict the reactants needed to synthesize it. The reactants are: [Br:1][C:2]1[CH:8]=[CH:7][C:5]([NH2:6])=[CH:4][CH:3]=1.C(N(CC)CC)C.[C:16]1([CH2:22][C:23](Cl)=[O:24])[CH:21]=[CH:20][CH:19]=[CH:18][CH:17]=1. (4) Given the product [NH2:19][C:18]1[C:15](=[N:14][NH:13][C:5]2[CH:6]=[C:7]([C:9]([F:10])([F:11])[F:12])[CH:8]=[C:3]([O:38][CH3:20])[CH:4]=2)[C:16]([NH2:17])=[N:40][N:39]=1, predict the reactants needed to synthesize it. The reactants are: CO[C:3]1[CH:4]=[C:5]([NH:13][N:14]=[C:15]([C:18]#[N:19])[C:16]#[N:17])[CH:6]=[C:7]([C:9]([F:12])([F:11])[F:10])[CH:8]=1.[CH3:20]OC1C=C(C=C(C(F)(F)F)C=1)N.C(#N)CC#N.[OH2:38].[NH2:39][NH2:40]. (5) Given the product [Cl:15][C:16]1[N:20]2[CH:21]=[C:22]([C:29]3[CH:33]=[CH:32][O:31][CH:30]=3)[CH:23]=[C:24]([C:25]([F:27])([F:26])[F:28])[C:19]2=[N:18][C:17]=1[C:34]([N:12]1[CH2:11][CH2:10][CH:9]([C:4]2[CH:5]=[CH:6][CH:7]=[CH:8][C:3]=2[F:2])[CH2:14][CH2:13]1)=[O:35], predict the reactants needed to synthesize it. The reactants are: Cl.[F:2][C:3]1[CH:8]=[CH:7][CH:6]=[CH:5][C:4]=1[CH:9]1[CH2:14][CH2:13][NH:12][CH2:11][CH2:10]1.[Cl:15][C:16]1[N:20]2[CH:21]=[C:22]([C:29]3[CH:33]=[CH:32][O:31][CH:30]=3)[CH:23]=[C:24]([C:25]([F:28])([F:27])[F:26])[C:19]2=[N:18][C:17]=1[C:34](O)=[O:35].CN(C(ON1N=NC2C=CC=NC1=2)=[N+](C)C)C.F[P-](F)(F)(F)(F)F.CCN(C(C)C)C(C)C.C([O-])(O)=O.[Na+]. (6) Given the product [CH2:1]([O:3][C:4]([C:6]1[S:10][C:9](/[CH:11]=[CH:35]/[C:25]2[C:26]([C:29]3[CH:34]=[CH:33][CH:32]=[CH:31][CH:30]=3)=[N:27][O:28][C:24]=2[CH3:23])=[N:8][CH:7]=1)=[O:5])[CH3:2], predict the reactants needed to synthesize it. The reactants are: [CH2:1]([O:3][C:4]([C:6]1[S:10][C:9]([CH3:11])=[N:8][CH:7]=1)=[O:5])[CH3:2].C(OC(=O)C)(=O)C.C(O)(=O)C.[CH3:23][C:24]1[O:28][N:27]=[C:26]([C:29]2[CH:34]=[CH:33][CH:32]=[CH:31][CH:30]=2)[C:25]=1[CH:35]=O.